Dataset: Forward reaction prediction with 1.9M reactions from USPTO patents (1976-2016). Task: Predict the product of the given reaction. (1) Given the reactants [CH3:1][O:2][C:3]1[CH:26]=[CH:25][C:6]([CH2:7][N:8]2[C@H:14]([CH3:15])[C:13]3[CH:16]=[CH:17][C:18]([C:20](OCC)=[O:21])=[CH:19][C:12]=3[O:11][CH2:10][CH2:9]2)=[CH:5][CH:4]=1.[NH2:27][OH:28].[OH-].[Na+], predict the reaction product. The product is: [OH:28][NH:27][C:20]([C:18]1[CH:17]=[CH:16][C:13]2[C@@H:14]([CH3:15])[N:8]([CH2:7][C:6]3[CH:25]=[CH:26][C:3]([O:2][CH3:1])=[CH:4][CH:5]=3)[CH2:9][CH2:10][O:11][C:12]=2[CH:19]=1)=[O:21]. (2) Given the reactants CO[C:3]([C:9]1[CH:14]=[CH:13][C:12]([O:15][C:16]2[CH:21]=[CH:20][CH:19]=[CH:18][CH:17]=2)=[CH:11][CH:10]=1)=[C:4]([C:7]#[N:8])[C:5]#[N:6].[Br:22][C:23]1[CH:24]=[N:25][CH:26]=[CH:27][C:28]=1[NH:29][NH2:30], predict the reaction product. The product is: [NH2:6][C:5]1[N:29]([C:28]2[CH:27]=[CH:26][N:25]=[CH:24][C:23]=2[Br:22])[N:30]=[C:3]([C:9]2[CH:14]=[CH:13][C:12]([O:15][C:16]3[CH:21]=[CH:20][CH:19]=[CH:18][CH:17]=3)=[CH:11][CH:10]=2)[C:4]=1[C:7]#[N:8]. (3) Given the reactants [NH2:1][C:2]1[CH:7]=[CH:6][C:5]([C:8]2[CH2:12][CH2:11][N:10]([C:13](=[O:25])[CH2:14][C:15]3[CH:20]=[CH:19][C:18]([O:21][CH3:22])=[C:17]([O:23][CH3:24])[CH:16]=3)[N:9]=2)=[CH:4][CH:3]=1.[C:26](Cl)(=[O:30])[CH:27]([CH3:29])[CH3:28], predict the reaction product. The product is: [CH3:24][O:23][C:17]1[CH:16]=[C:15]([CH2:14][C:13]([N:10]2[CH2:11][CH2:12][C:8]([C:5]3[CH:4]=[CH:3][C:2]([NH:1][C:26](=[O:30])[CH:27]([CH3:29])[CH3:28])=[CH:7][CH:6]=3)=[N:9]2)=[O:25])[CH:20]=[CH:19][C:18]=1[O:21][CH3:22]. (4) Given the reactants [CH3:1][N:2]1[C:10]2[C:9]([O:11][C:12]3[CH:18]=[CH:17][C:15]([NH2:16])=[CH:14][CH:13]=3)=[N:8][CH:7]=[N:6][C:5]=2[CH:4]=[CH:3]1.[CH3:19][N:20](C)[CH:21]=[O:22].N[C:25]1[CH:30]=[CH:29]C=[CH:27][CH:26]=1, predict the reaction product. The product is: [CH3:1][N:2]1[C:10]2[C:9]([O:11][C:12]3[CH:18]=[CH:17][C:15]([NH:16][C:21]([NH:20][C:19]4[CH:29]=[CH:30][CH:25]=[CH:26][CH:27]=4)=[O:22])=[CH:14][CH:13]=3)=[N:8][CH:7]=[N:6][C:5]=2[CH:4]=[CH:3]1. (5) Given the reactants [OH:1][C:2]1([C:18]2[N:19]=[CH:20][N:21]([C:23]3[CH:28]=[C:27]([CH3:29])[CH:26]=[C:25]([NH:30][C:31]4[CH:36]=[C:35]([C:37]([F:40])([F:39])[F:38])[CH:34]=[CH:33][N:32]=4)[N:24]=3)[CH:22]=2)[CH2:7][CH2:6][N:5](C(OCC2C=CC=CC=2)=O)[CH2:4][CH2:3]1.[H][H], predict the reaction product. The product is: [CH3:29][C:27]1[CH:26]=[C:25]([NH:30][C:31]2[CH:36]=[C:35]([C:37]([F:40])([F:38])[F:39])[CH:34]=[CH:33][N:32]=2)[N:24]=[C:23]([N:21]2[CH:22]=[C:18]([C:2]3([OH:1])[CH2:3][CH2:4][NH:5][CH2:6][CH2:7]3)[N:19]=[CH:20]2)[CH:28]=1. (6) Given the reactants [CH3:1][C:2]1[C:11](=[O:12])[CH2:10][CH2:9][C@@:8]2([C:13]3[CH:18]=[CH:17][CH:16]=[CH:15][CH:14]=3)[C:3]=1[CH2:4][CH2:5][CH2:6][C:7]2=[O:19].[BH4-].[Na+], predict the reaction product. The product is: [OH:19][C@H:7]1[CH2:6][CH2:5][CH2:4][C:3]2[C@:8]1([C:13]1[CH:14]=[CH:15][CH:16]=[CH:17][CH:18]=1)[CH2:9][CH2:10][C:11](=[O:12])[C:2]=2[CH3:1]. (7) Given the reactants [CH3:1][C:2]1[C:10]2[C:5](=[N:6][CH:7]=[C:8]([CH:11]=[N:12][NH:13][C:14]([NH2:16])=[S:15])[CH:9]=2)[NH:4][N:3]=1.[C:17](OC(=O)C)(=[O:19])[CH3:18], predict the reaction product. The product is: [C:17]([NH:16][C:14](=[N:13]/[N:12]=[CH:11]/[C:8]1[CH:9]=[C:10]2[C:2]([CH3:1])=[N:3][NH:4][C:5]2=[N:6][CH:7]=1)[SH:15])(=[O:19])[CH3:18]. (8) The product is: [ClH:18].[O:1]1[CH2:6][CH2:5][CH:4]([C:7]2([C:13]([O:15][CH2:16][CH3:17])=[O:14])[CH2:12][CH2:11][NH:10][CH2:9][CH2:8]2)[CH2:3][CH2:2]1. Given the reactants [O:1]1[CH2:6][CH2:5][C:4]([C:7]2([C:13]([O:15][CH2:16][CH3:17])=[O:14])[CH2:12][CH2:11][NH:10][CH2:9][CH2:8]2)=[CH:3][CH2:2]1.[ClH:18], predict the reaction product. (9) The product is: [C:1]([C:3]1[CH:4]=[CH:5][C:6]([N:9]([CH:30]2[CH2:31][CH2:32]2)[C:10]([C:12]2[CH:17]=[CH:16][N:15]3[N:18]=[CH:19][C:20]([C:39]4[CH:40]=[CH:41][C:36]([C:35](=[O:43])[NH:34][CH3:33])=[CH:37][N:38]=4)=[C:14]3[CH:13]=2)=[O:11])=[N:7][CH:8]=1)#[N:2]. Given the reactants [C:1]([C:3]1[CH:4]=[CH:5][C:6]([N:9]([CH:30]2[CH2:32][CH2:31]2)[C:10]([C:12]2[CH:17]=[CH:16][N:15]3[N:18]=[CH:19][C:20](B4OC(C)(C)C(C)(C)O4)=[C:14]3[CH:13]=2)=[O:11])=[N:7][CH:8]=1)#[N:2].[CH3:33][NH:34][C:35](=[O:43])[C:36]1[CH:41]=[CH:40][C:39](Br)=[N:38][CH:37]=1.C([O-])([O-])=O.[K+].[K+], predict the reaction product. (10) Given the reactants [C:1]1([C:7]2[O:8][C:9](=[O:21])[C:10]3[CH:20]=[C:19]4[C:14]([CH2:15][CH2:16][CH2:17][CH2:18]4)=[CH:13][C:11]=3[N:12]=2)[CH:6]=[CH:5][CH:4]=[CH:3][CH:2]=1.[C:22]1([CH3:30])[CH:27]=[CH:26][C:25]([Mg]Br)=[CH:24][CH:23]=1.O1CCCC1, predict the reaction product. The product is: [CH3:30][C:22]1[CH:27]=[CH:26][C:25]([C:9]([C:10]2[C:11]([NH:12][C:7](=[O:8])[C:1]3[CH:6]=[CH:5][CH:4]=[CH:3][CH:2]=3)=[CH:13][C:14]3[CH2:15][CH2:16][CH2:17][CH2:18][C:19]=3[CH:20]=2)=[O:21])=[CH:24][CH:23]=1.